From a dataset of Peptide-MHC class I binding affinity with 185,985 pairs from IEDB/IMGT. Regression. Given a peptide amino acid sequence and an MHC pseudo amino acid sequence, predict their binding affinity value. This is MHC class I binding data. The peptide sequence is GFAIPIILK. The MHC is HLA-B27:03 with pseudo-sequence HLA-B27:03. The binding affinity (normalized) is 0.0847.